Predict the reactants needed to synthesize the given product. From a dataset of Full USPTO retrosynthesis dataset with 1.9M reactions from patents (1976-2016). (1) Given the product [C:1](=[O:15])([O:6][CH2:7][CH2:8][O:9][C:10](=[O:14])[C:11]([CH3:13])=[CH2:12])[O:2][CH:3]([O:21][C:16](=[O:20])[C:17]([CH3:19])=[CH2:18])[CH3:4], predict the reactants needed to synthesize it. The reactants are: [C:1](=[O:15])([O:6][CH2:7][CH2:8][O:9][C:10](=[O:14])[C:11]([CH3:13])=[CH2:12])[O:2][CH:3](Cl)[CH3:4].[C:16]([O-:21])(=[O:20])[C:17]([CH3:19])=[CH2:18].[K+]. (2) The reactants are: B.C(N)(C)(C)C.[Cl-].[Cl-].[Cl-].[Al+3].O=[C:12]1[CH2:18][CH2:17][N:16]([C:19]([O:21][CH2:22][CH3:23])=[O:20])[CH2:15][C:14]2[S:24][CH:25]=[CH:26][C:13]1=2. Given the product [S:24]1[C:14]2[CH2:15][N:16]([C:19]([O:21][CH2:22][CH3:23])=[O:20])[CH2:17][CH2:18][CH2:12][C:13]=2[CH:26]=[CH:25]1, predict the reactants needed to synthesize it. (3) The reactants are: [S:1]([NH2:5])(=[O:4])(=[O:3])[OH:2].[CH2:6]([N:8]([CH2:11][CH3:12])[CH2:9][CH3:10])[CH3:7]. Given the product [CH2:6]([N:8]([CH2:11][CH3:12])[CH2:9][CH3:10])[CH3:7].[S:1]([NH2:5])(=[O:3])(=[O:2])[OH:4], predict the reactants needed to synthesize it. (4) Given the product [F:18][C:17]1[C:12]2[N:13]([C:9]([C:4]3[CH:5]=[CH:6][C:7]([F:8])=[C:2]([C:32]4[O:31][N:30]=[C:29]([C:23]5[CH:28]=[CH:27][CH:26]=[CH:25][CH:24]=5)[CH:33]=4)[CH:3]=3)=[CH:10][N:11]=2)[CH:14]=[CH:15][C:16]=1[C:19]([OH:22])([CH3:21])[CH3:20], predict the reactants needed to synthesize it. The reactants are: Cl[C:2]1[CH:3]=[C:4]([C:9]2[N:13]3[CH:14]=[CH:15][C:16]([C:19]([OH:22])([CH3:21])[CH3:20])=[C:17]([F:18])[C:12]3=[N:11][CH:10]=2)[CH:5]=[CH:6][C:7]=1[F:8].[C:23]1([C:29]2[CH:33]=[C:32](B(O)O)[O:31][N:30]=2)[CH:28]=[CH:27][CH:26]=[CH:25][CH:24]=1. (5) The reactants are: [C:1]([O:5][C:6]([NH:8][CH2:9][C:10]1[N:11]([CH2:31][CH:32]([CH3:34])[CH3:33])[C:12](=[O:30])[C:13]2[C:18]([C:19]=1[C:20]1[CH:25]=[CH:24][CH:23]=[CH:22][CH:21]=1)=[CH:17][C:16]([CH2:26][C:27](O)=[O:28])=[CH:15][CH:14]=2)=[O:7])([CH3:4])([CH3:3])[CH3:2].[NH4+:35].ON1C2C=CC=CC=2N=N1.Cl.C(N=C=NCCCN(C)C)C.C(O)(=O)CC(CC(O)=O)(C(O)=O)O. Given the product [NH2:35][C:27](=[O:28])[CH2:26][C:16]1[CH:17]=[C:18]2[C:13](=[CH:14][CH:15]=1)[C:12](=[O:30])[N:11]([CH2:31][CH:32]([CH3:34])[CH3:33])[C:10]([CH2:9][NH:8][C:6](=[O:7])[O:5][C:1]([CH3:2])([CH3:3])[CH3:4])=[C:19]2[C:20]1[CH:25]=[CH:24][CH:23]=[CH:22][CH:21]=1, predict the reactants needed to synthesize it. (6) Given the product [CH3:1][O:2][C:3](=[O:25])[NH:4][C:5]1[CH:10]=[CH:9][C:8]([F:11])=[C:7]([C:12]([C:14]2[C:22]3[C:17](=[N:18][CH:19]=[C:20]([Br:23])[CH:21]=3)[NH:16][CH:15]=2)=[O:13])[C:6]=1[F:24], predict the reactants needed to synthesize it. The reactants are: [CH3:1][O:2][C:3](=[O:25])[NH:4][C:5]1[CH:10]=[CH:9][C:8]([F:11])=[C:7]([CH:12]([C:14]2[C:22]3[C:17](=[N:18][CH:19]=[C:20]([Br:23])[CH:21]=3)[NH:16][CH:15]=2)[OH:13])[C:6]=1[F:24].O1CCCC1.CC(OI1(OC(C)=O)(OC(C)=O)OC(=O)C2C=CC=CC1=2)=O. (7) Given the product [Cl:1][C:2]1[CH:11]=[C:10]([Cl:12])[C:9]([C:28]2[CH:33]=[CH:32][C:31]([F:34])=[CH:30][N:29]=2)=[CH:8][C:3]=1[C:4]([O:6][CH3:7])=[O:5], predict the reactants needed to synthesize it. The reactants are: [Cl:1][C:2]1[CH:11]=[C:10]([Cl:12])[C:9](B2OC(C)(C)C(C)(C)O2)=[CH:8][C:3]=1[C:4]([O:6][CH3:7])=[O:5].C1COCC1.Br[C:28]1[CH:33]=[CH:32][C:31]([F:34])=[CH:30][N:29]=1.C(=O)([O-])[O-].[Na+].[Na+].